Dataset: Full USPTO retrosynthesis dataset with 1.9M reactions from patents (1976-2016). Task: Predict the reactants needed to synthesize the given product. (1) Given the product [Cl:29][C:30]1[CH:43]=[CH:42][C:33]([CH2:34][N:35]2[CH2:40][CH2:39][CH:38]([NH:41][C:22](=[O:23])[C:15]3[CH:16]=[CH:8][C:6]([N:1]4[CH:5]=[CH:4][N:3]=[CH:2]4)=[N:48][CH:11]=3)[CH2:37][CH2:36]2)=[CH:32][C:31]=1[O:44][CH2:45][CH3:46], predict the reactants needed to synthesize it. The reactants are: [N:1]1([C:6]([C:8]2[CH:16]=[CH:15][C:11](C(O)=O)=CN=2)=O)[CH:5]=[CH:4][N:3]=[CH:2]1.C1N=CN([C:22](N2C=NC=C2)=[O:23])C=1.[Cl:29][C:30]1[CH:43]=[CH:42][C:33]([CH2:34][N:35]2[CH2:40][CH2:39][CH:38]([NH2:41])[CH2:37][CH2:36]2)=[CH:32][C:31]=1[O:44][CH2:45][CH3:46].C[N:48](C=O)C. (2) Given the product [CH:1]1([C:4]([N:6]2[CH2:9][CH:8]([CH2:10][C:11]([NH:17][NH2:18])=[O:13])[CH2:7]2)=[O:5])[CH2:3][CH2:2]1, predict the reactants needed to synthesize it. The reactants are: [CH:1]1([C:4]([N:6]2[CH2:9][CH:8]([CH2:10][C:11]([O:13]CC)=O)[CH2:7]2)=[O:5])[CH2:3][CH2:2]1.O.[NH2:17][NH2:18].